Dataset: Reaction yield outcomes from USPTO patents with 853,638 reactions. Task: Predict the reaction yield, written as a fraction of the theoretical maximum amount of product (1.0 means a 100% yield; for example, 0.34 means a 34% yield). (1) The reactants are Cl[C:2]1[C:23]([O:24][CH3:25])=[CH:22][C:5]([C:6]([NH:8][S:9]([C:12]2[CH:17]=[CH:16][CH:15]=[CH:14][C:13]=2[S:18](=[O:21])(=[O:20])[NH2:19])(=[O:11])=[O:10])=[O:7])=[CH:4][N:3]=1.[C:26]([C:28]1[CH:33]=[CH:32][C:31]([C:34]([F:37])([F:36])[F:35])=[CH:30][CH:29]=1)#[CH:27]. No catalyst specified. The product is [CH3:25][O:24][C:23]1[C:2]([C:27]#[C:26][C:28]2[CH:33]=[CH:32][C:31]([C:34]([F:35])([F:36])[F:37])=[CH:30][CH:29]=2)=[N:3][CH:4]=[C:5]([CH:22]=1)[C:6]([NH:8][S:9]([C:12]1[CH:17]=[CH:16][CH:15]=[CH:14][C:13]=1[S:18](=[O:21])(=[O:20])[NH2:19])(=[O:11])=[O:10])=[O:7]. The yield is 0.280. (2) The reactants are [Br:1][C:2]1[CH:11]=[CH:10][C:5]([C:6]([O:8][CH3:9])=[O:7])=[CH:4][C:3]=1[OH:12].Cl[C:14]([F:19])([F:18])C([O-])=O.[Na+].C([O-])([O-])=O.[K+].[K+]. The catalyst is CN(C=O)C.O.CCOC(C)=O. The product is [Br:1][C:2]1[CH:11]=[CH:10][C:5]([C:6]([O:8][CH3:9])=[O:7])=[CH:4][C:3]=1[O:12][CH:14]([F:19])[F:18]. The yield is 0.770. (3) The reactants are [CH3:1][O:2][C:3]1[N:8]=[CH:7][C:6]([NH:9][C:10]2[N:11]=[C:12]3[CH:17]=[CH:16][CH:15]=[CH:14][N:13]3[CH:18]=2)=[CH:5][CH:4]=1.Cl[C:20]1[N:25]=[C:24]([CH3:26])[N:23]=[C:22]([N:27]([CH2:37][C:38]2[CH:43]=[CH:42][C:41]([O:44][CH3:45])=[CH:40][CH:39]=2)[CH2:28][C:29]2[CH:34]=[CH:33][C:32]([O:35][CH3:36])=[CH:31][CH:30]=2)[N:21]=1.C(=O)([O-])[O-].[K+].[K+].C1(P(C2C=CC=CC=2)C2C=CC=CC=2)C=CC=CC=1. The catalyst is C([O-])(=O)C.[Pd+2].C([O-])(=O)C.O1CCOCC1. The product is [CH3:45][O:44][C:41]1[CH:40]=[CH:39][C:38]([CH2:37][N:27]([CH2:28][C:29]2[CH:30]=[CH:31][C:32]([O:35][CH3:36])=[CH:33][CH:34]=2)[C:22]2[N:23]=[C:24]([CH3:26])[N:25]=[C:20]([C:18]3[N:13]4[CH:14]=[CH:15][CH:16]=[CH:17][C:12]4=[N:11][C:10]=3[NH:9][C:6]3[CH:7]=[N:8][C:3]([O:2][CH3:1])=[CH:4][CH:5]=3)[N:21]=2)=[CH:43][CH:42]=1. The yield is 0.850.